Dataset: TCR-epitope binding with 47,182 pairs between 192 epitopes and 23,139 TCRs. Task: Binary Classification. Given a T-cell receptor sequence (or CDR3 region) and an epitope sequence, predict whether binding occurs between them. (1) The epitope is NLVPMVATV. The TCR CDR3 sequence is CASSFAGGAAGELFF. Result: 1 (the TCR binds to the epitope). (2) The epitope is KAYNVTQAF. The TCR CDR3 sequence is CASSQELNGSPYNEQFF. Result: 1 (the TCR binds to the epitope).